From a dataset of Full USPTO retrosynthesis dataset with 1.9M reactions from patents (1976-2016). Predict the reactants needed to synthesize the given product. Given the product [Br:1][C:2]1[CH:3]=[CH:4][C:5]([O:11][CH3:12])=[C:6]([C:8]2[NH:19][C:13]3[C:18]([CH:9]=2)=[CH:17][CH:16]=[CH:15][CH:14]=3)[CH:7]=1, predict the reactants needed to synthesize it. The reactants are: [Br:1][C:2]1[CH:3]=[CH:4][C:5]([O:11][CH3:12])=[C:6]([C:8](=O)[CH3:9])[CH:7]=1.[C:13]1([NH:19]N)[CH:18]=[CH:17][CH:16]=[CH:15][CH:14]=1.